Dataset: Full USPTO retrosynthesis dataset with 1.9M reactions from patents (1976-2016). Task: Predict the reactants needed to synthesize the given product. (1) Given the product [Cl:1][C:2]1[CH:31]=[C:30]([Cl:32])[CH:29]=[CH:28][C:3]=1[O:4][C:5]1[CH:10]=[CH:9][CH:8]=[CH:7][C:6]=1[NH:11][S:12]([C:15]1[CH:27]=[CH:26][C:18]([C:19]([NH:21][CH2:22][C:23](=[O:24])[NH:64][CH2:67][CH2:68][CH2:33][N:34]2[CH2:37][CH2:52][CH2:47][CH2:48][CH2:35]2)=[O:20])=[CH:17][CH:16]=1)(=[O:13])=[O:14], predict the reactants needed to synthesize it. The reactants are: [Cl:1][C:2]1[CH:31]=[C:30]([Cl:32])[CH:29]=[CH:28][C:3]=1[O:4][C:5]1[CH:10]=[CH:9][CH:8]=[CH:7][C:6]=1[NH:11][S:12]([C:15]1[CH:27]=[CH:26][C:18]([C:19]([NH:21][CH2:22][C:23](O)=[O:24])=[O:20])=[CH:17][CH:16]=1)(=[O:14])=[O:13].[CH3:33][N:34]([CH3:37])[CH:35]=O.CN(C(ON1N=N[C:48]2C=CC=[CH:52][C:47]1=2)=[N+](C)C)C.F[P-](F)(F)(F)(F)F.C([N:64]([CH2:67][CH3:68])CC)C. (2) Given the product [CH2:18]([N:21]([CH2:22][CH2:23][CH3:24])[C:5]([CH3:7])([CH3:6])[C:3]([C:8]1[CH:13]=[CH:12][C:11]([S:14]([CH3:17])(=[O:16])=[O:15])=[CH:10][CH:9]=1)=[O:4])[CH2:19][CH3:20], predict the reactants needed to synthesize it. The reactants are: CO[C:3]1([C:8]2[CH:13]=[CH:12][C:11]([S:14]([CH3:17])(=[O:16])=[O:15])=[CH:10][CH:9]=2)[C:5]([CH3:7])([CH3:6])[O:4]1.[CH2:18]([NH:21][CH2:22][CH2:23][CH3:24])[CH2:19][CH3:20].CSC1C=CC(C(C2(N3CCCC3)CCCCC2)=O)=CC=1.